From a dataset of Catalyst prediction with 721,799 reactions and 888 catalyst types from USPTO. Predict which catalyst facilitates the given reaction. (1) Reactant: [Cl:1][C:2]1[C:3]([O:12][C:13]2[CH:18]=[C:17]([O:19]COC)[CH:16]=[CH:15][C:14]=2[CH2:23][CH2:24][C:25]([O:27][CH2:28][CH3:29])=[O:26])=[N:4][CH:5]=[C:6]([C:8]([F:11])([F:10])[F:9])[CH:7]=1.Cl.[OH-].[Na+]. Product: [Cl:1][C:2]1[C:3]([O:12][C:13]2[CH:18]=[C:17]([OH:19])[CH:16]=[CH:15][C:14]=2[CH2:23][CH2:24][C:25]([O:27][CH2:28][CH3:29])=[O:26])=[N:4][CH:5]=[C:6]([C:8]([F:10])([F:9])[F:11])[CH:7]=1. The catalyst class is: 54. (2) Reactant: [N:1]1([CH2:7][CH2:8][CH2:9][O:10][C:11]2[CH:18]=[CH:17][C:14]([CH:15]=O)=[CH:13][CH:12]=2)[CH2:6][CH2:5][CH2:4][CH2:3][CH2:2]1.[CH2:19]([N:26]([CH3:33])[CH:27]1[CH2:32][CH2:31][NH:30][CH2:29][CH2:28]1)[C:20]1[CH:25]=[CH:24][CH:23]=[CH:22][CH:21]=1.C(O[BH-](OC(=O)C)OC(=O)C)(=O)C.[Na+].[OH-].[Na+].[CH2:50]([Cl:52])[Cl:51]. Product: [NH3:1].[CH2:50]([Cl:52])[Cl:51].[CH2:19]([N:26]([CH3:33])[CH:27]1[CH2:32][CH2:31][N:30]([CH2:15][C:14]2[CH:17]=[CH:18][C:11]([O:10][CH2:9][CH2:8][CH2:7][N:1]3[CH2:6][CH2:5][CH2:4][CH2:3][CH2:2]3)=[CH:12][CH:13]=2)[CH2:29][CH2:28]1)[C:20]1[CH:21]=[CH:22][CH:23]=[CH:24][CH:25]=1. The catalyst class is: 15. (3) Reactant: [CH3:1][O:2][C:3]1[CH:20]=[CH:19][CH:18]=[CH:17][C:4]=1[C:5]([NH:7][C:8]1[S:9][CH:10]=[C:11]([CH3:16])[C:12]=1[C:13]([NH2:15])=[O:14])=O.[OH-].[Na+].CCO. Product: [CH3:1][O:2][C:3]1[CH:20]=[CH:19][CH:18]=[CH:17][C:4]=1[C:5]1[NH:15][C:13](=[O:14])[C:12]2[C:11]([CH3:16])=[CH:10][S:9][C:8]=2[N:7]=1. The catalyst class is: 6. (4) Reactant: [CH3:1][CH:2]([N:4]1[C:8]2[N:9]=[C:10]([C:16]3[CH:21]=[CH:20][N:19]=[CH:18][CH:17]=3)[CH:11]=[C:12]([C:13]([OH:15])=O)[C:7]=2[CH:6]=[N:5]1)[CH3:3].[NH2:22][CH2:23][C:24]1[C:25](=[O:34])[NH:26][C:27]([CH3:33])=[CH:28][C:29]=1[CH:30]1[CH2:32][CH2:31]1.C(Cl)CCl.C1C=NC2N(O)N=NC=2C=1.CN1CCOCC1. Product: [CH:30]1([C:29]2[CH:28]=[C:27]([CH3:33])[NH:26][C:25](=[O:34])[C:24]=2[CH2:23][NH:22][C:13]([C:12]2[C:7]3[CH:6]=[N:5][N:4]([CH:2]([CH3:1])[CH3:3])[C:8]=3[N:9]=[C:10]([C:16]3[CH:21]=[CH:20][N:19]=[CH:18][CH:17]=3)[CH:11]=2)=[O:15])[CH2:31][CH2:32]1. The catalyst class is: 3. (5) Reactant: [CH3:1][C:2]1[C:10]2[N:9]=[C:8]([CH2:11][CH2:12][CH3:13])[N:7]([CH2:14][C:15]3[CH:33]=[CH:32][C:18]4/[C:19](=[CH:28]\[C:29](O)=O)/[C:20]5[CH:27]=[CH:26][CH:25]=[CH:24][C:21]=5O[CH2:23][C:17]=4[CH:16]=3)[C:6]=2[CH:5]=[CH:4][CH:3]=1.[OH2:34].[NH2:35][NH2:36].[OH2:37]. Product: [CH3:1][C:2]1[C:10]2[N:9]=[C:8]([CH2:11][CH2:12][CH3:13])[N:7]([CH2:14][C:15]3[CH:33]=[CH:32][C:18]4/[C:19](=[CH:28]\[C:29]([NH:35][NH2:36])=[O:37])/[C:20]5[CH:21]=[CH:24][CH:25]=[CH:26][C:27]=5[O:34][CH2:23][C:17]=4[CH:16]=3)[C:6]=2[CH:5]=[CH:4][CH:3]=1. The catalyst class is: 266. (6) Reactant: CCN(C(C)C)C(C)C.[C:10]1([C:16]2[NH:20][N:19]=[C:18]([C:21]([NH:23][CH2:24][C:25]([OH:27])=O)=[O:22])[CH:17]=2)[CH:15]=[CH:14][CH:13]=[CH:12][CH:11]=1.C1C=CC2N(O)N=NC=2C=1.CCN=C=NCCCN(C)C.Cl.Cl.NCC([N:55]1[CH2:60][CH2:59][CH:58]([O:61][C:62]2[CH:69]=[CH:68][CH:67]=[CH:66][C:63]=2[C:64]#[N:65])[CH2:57][CH2:56]1)=O.Cl.ClC1C=CC=CC=1OC1CCNCC1. The catalyst class is: 18. Product: [C:64]([C:63]1[CH:66]=[CH:67][CH:68]=[CH:69][C:62]=1[O:61][CH:58]1[CH2:59][CH2:60][N:55]([C:25](=[O:27])[CH2:24][NH:23][C:21]([C:18]2[CH:17]=[C:16]([C:10]3[CH:11]=[CH:12][CH:13]=[CH:14][CH:15]=3)[NH:20][N:19]=2)=[O:22])[CH2:56][CH2:57]1)#[N:65]. (7) Reactant: [CH3:1][C:2]1([C:5]([OH:7])=O)[CH2:4][CH2:3]1.C(Cl)CCl.C1C=CC2N(O)N=NC=2C=1.CCN(CC)CC.[CH2:29]([O:31][C:32]([CH:34]1[CH2:39][CH2:38][NH:37][CH2:36][CH2:35]1)=[O:33])[CH3:30]. Product: [CH2:29]([O:31][C:32]([CH:34]1[CH2:39][CH2:38][N:37]([C:5]([C:2]2([CH3:1])[CH2:4][CH2:3]2)=[O:7])[CH2:36][CH2:35]1)=[O:33])[CH3:30]. The catalyst class is: 2.